Dataset: Blood-brain barrier penetration binary classification data from Martins et al.. Task: Regression/Classification. Given a drug SMILES string, predict its absorption, distribution, metabolism, or excretion properties. Task type varies by dataset: regression for continuous measurements (e.g., permeability, clearance, half-life) or binary classification for categorical outcomes (e.g., BBB penetration, CYP inhibition). Dataset: bbb_martins. (1) The molecule is CC(=O)N1CCN(C(=O)Cc2cc(F)cc(F)c2)[C@@H](CN2CC[C@@H](O)C2)C1. The result is 0 (does not penetrate BBB). (2) The drug is CC(=O)OCC1=C(C(=O)O)N2C(=O)[C@@H](NC(=O)Cc3cccs3)[C@H]2SC1. The result is 0 (does not penetrate BBB). (3) The result is 1 (penetrates BBB). The drug is CCNC1=NC(=O)C(c2ccccc2)O1. (4) The molecule is OC(Cn1ccnc1)c1ccc(CCc2ccccc2)cc1. The result is 1 (penetrates BBB).